From a dataset of Peptide-MHC class II binding affinity with 134,281 pairs from IEDB. Regression. Given a peptide amino acid sequence and an MHC pseudo amino acid sequence, predict their binding affinity value. This is MHC class II binding data. (1) The MHC is HLA-DPA10201-DPB11401 with pseudo-sequence HLA-DPA10201-DPB11401. The binding affinity (normalized) is 0.0468. The peptide sequence is ATATATSAVGAPTGA. (2) The peptide sequence is TERVRLVTRHIYNREE. The MHC is DRB3_0101 with pseudo-sequence DRB3_0101. The binding affinity (normalized) is 0.0330. (3) The peptide sequence is GELQIPDKIDAAFKI. The MHC is DRB1_0101 with pseudo-sequence DRB1_0101. The binding affinity (normalized) is 0.301.